From a dataset of Peptide-MHC class I binding affinity with 185,985 pairs from IEDB/IMGT. Regression. Given a peptide amino acid sequence and an MHC pseudo amino acid sequence, predict their binding affinity value. This is MHC class I binding data. The binding affinity (normalized) is 0.0847. The peptide sequence is ALYEENALK. The MHC is HLA-B39:01 with pseudo-sequence HLA-B39:01.